Dataset: Reaction yield outcomes from USPTO patents with 853,638 reactions. Task: Predict the reaction yield, written as a fraction of the theoretical maximum amount of product (1.0 means a 100% yield; for example, 0.34 means a 34% yield). The reactants are [NH2:1][C:2]1[CH:3]=[C:4]([CH:21]=[CH:22][CH:23]=1)[CH2:5][N:6]1[CH:14]=[N:13][C:12]2[C:7]1=[N:8][C:9]([NH2:20])=[N:10][C:11]=2[C:15]1[O:16][CH:17]=[CH:18][CH:19]=1.[C:24](Cl)(=[O:26])[CH3:25]. The catalyst is N1C=CC=CC=1. The product is [C:24]([NH:1][C:2]1[CH:3]=[C:4]([CH:21]=[CH:22][CH:23]=1)[CH2:5][N:6]1[CH:14]=[N:13][C:12]2[C:7]1=[N:8][C:9]([NH2:20])=[N:10][C:11]=2[C:15]1[O:16][CH:17]=[CH:18][CH:19]=1)(=[O:26])[CH3:25]. The yield is 0.430.